From a dataset of Catalyst prediction with 721,799 reactions and 888 catalyst types from USPTO. Predict which catalyst facilitates the given reaction. (1) Reactant: [CH2:1]([O:8][CH2:9][CH:10]1[CH2:14][CH:13]([S:15][C:16]([C:29]2[CH:34]=[CH:33][CH:32]=[CH:31][CH:30]=2)([C:23]2[CH:28]=[CH:27][CH:26]=[CH:25][CH:24]=2)[C:17]2[CH:22]=[CH:21][CH:20]=[CH:19][CH:18]=2)[CH2:12][NH:11]1)[C:2]1[CH:7]=[CH:6][CH:5]=[CH:4][CH:3]=1.N1C=CC=CC=1C.Cl[S:43]([OH:46])(=[O:45])=[O:44]. Product: [CH2:1]([O:8][CH2:9][C@@H:10]1[CH2:14][C@@H:13]([S:15][C:16]([C:29]2[CH:34]=[CH:33][CH:32]=[CH:31][CH:30]=2)([C:23]2[CH:24]=[CH:25][CH:26]=[CH:27][CH:28]=2)[C:17]2[CH:18]=[CH:19][CH:20]=[CH:21][CH:22]=2)[CH2:12][N:11]1[S:43]([OH:46])(=[O:45])=[O:44])[C:2]1[CH:3]=[CH:4][CH:5]=[CH:6][CH:7]=1. The catalyst class is: 4. (2) Reactant: [OH:1][C:2]1[C:11]2[C:6](=[N:7][CH:8]=[CH:9][CH:10]=2)[N:5]([CH2:12][CH2:13][CH:14]([CH3:16])[CH3:15])[C:4](=[O:17])[C:3]=1[C:18]1[NH:23][C:22]2[CH:24]=[CH:25][C:26]([NH:28][S:29]([N:32]3CCO[C:33]3=O)(=[O:31])=[O:30])=[CH:27][C:21]=2[S:20](=[O:39])(=[O:38])[N:19]=1.N[CH:41]1[CH2:45]C[CH2:43][CH2:42]1. Product: [CH:33]1([NH:32][S:29]([NH:28][C:26]2[CH:25]=[CH:24][C:22]3[NH:23][C:18]([C:3]4[C:4](=[O:17])[N:5]([CH2:12][CH2:13][CH:14]([CH3:15])[CH3:16])[C:6]5[C:11]([C:2]=4[OH:1])=[CH:10][CH:9]=[CH:8][N:7]=5)=[N:19][S:20](=[O:38])(=[O:39])[C:21]=3[CH:27]=2)(=[O:31])=[O:30])[CH2:43][CH2:42][CH2:41][CH2:45]1. The catalyst class is: 10.